From a dataset of Full USPTO retrosynthesis dataset with 1.9M reactions from patents (1976-2016). Predict the reactants needed to synthesize the given product. (1) The reactants are: S(Cl)([Cl:3])=O.O[CH2:6][C:7]1[CH:8]=[C:9]2[C:13](=[CH:14][CH:15]=1)[CH:12]([NH:16][C:17](=[O:26])[O:18][CH2:19][C:20]1[CH:25]=[CH:24][CH:23]=[CH:22][CH:21]=1)[CH2:11][CH2:10]2. Given the product [Cl:3][CH2:6][C:7]1[CH:8]=[C:9]2[C:13](=[CH:14][CH:15]=1)[CH:12]([NH:16][C:17](=[O:26])[O:18][CH2:19][C:20]1[CH:25]=[CH:24][CH:23]=[CH:22][CH:21]=1)[CH2:11][CH2:10]2, predict the reactants needed to synthesize it. (2) Given the product [Cl:1][C:2]1[CH:3]=[C:4]([NH:9][CH2:10][CH2:11][C:12]2[CH:17]=[CH:16][CH:15]=[C:14]([O:18][CH2:19][C:20]3[CH:21]=[CH:22][CH:23]=[CH:24][CH:25]=3)[CH:13]=2)[CH:5]=[CH:6][C:7]=1[Cl:8], predict the reactants needed to synthesize it. The reactants are: [Cl:1][C:2]1[CH:3]=[C:4]([NH:9][C:10](=O)[CH2:11][C:12]2[CH:17]=[CH:16][CH:15]=[C:14]([O:18][CH2:19][C:20]3[CH:25]=[CH:24][CH:23]=[CH:22][CH:21]=3)[CH:13]=2)[CH:5]=[CH:6][C:7]=1[Cl:8].Cl.[OH-].[K+].